Dataset: Peptide-MHC class I binding affinity with 185,985 pairs from IEDB/IMGT. Task: Regression. Given a peptide amino acid sequence and an MHC pseudo amino acid sequence, predict their binding affinity value. This is MHC class I binding data. (1) The peptide sequence is ELAYYNSCM. The MHC is HLA-A02:02 with pseudo-sequence HLA-A02:02. The binding affinity (normalized) is 0.551. (2) The peptide sequence is DLNAVTTNNL. The MHC is HLA-A02:06 with pseudo-sequence HLA-A02:06. The binding affinity (normalized) is 0.175. (3) The peptide sequence is ERYPGGVSL. The MHC is HLA-B15:01 with pseudo-sequence HLA-B15:01. The binding affinity (normalized) is 0.0847. (4) The peptide sequence is IWGRKSWPL. The MHC is HLA-A24:02 with pseudo-sequence HLA-A24:02. The binding affinity (normalized) is 0.581. (5) The peptide sequence is TPQVPLRPM. The MHC is HLA-B42:01 with pseudo-sequence HLA-B42:01. The binding affinity (normalized) is 1.00. (6) The peptide sequence is VMMSAPPAEY. The MHC is HLA-A23:01 with pseudo-sequence HLA-A23:01. The binding affinity (normalized) is 0.0209.